Dataset: Forward reaction prediction with 1.9M reactions from USPTO patents (1976-2016). Task: Predict the product of the given reaction. (1) Given the reactants [CH3:1][N:2]([CH3:22])[CH:3]1[CH2:7][CH2:6][N:5]([C:8]2[N:13]=[CH:12][C:11]([N:14]3[CH:19]=[CH:18][C:17]([OH:20])=[CH:16][C:15]3=[O:21])=[CH:10][CH:9]=2)[CH2:4]1.C1(P(C2C=CC=CC=2)C2C=CC=CC=2)C=CC=CC=1.[F:42][C:43]1[CH:44]=[CH:45][C:46]([CH2:49]O)=[N:47][CH:48]=1.N(/C(OC(C)(C)C)=O)=N\C(OC(C)(C)C)=O, predict the reaction product. The product is: [F:42][C:43]1[CH:44]=[CH:45][C:46]([CH2:49][O:20][C:17]2[CH:18]=[CH:19][N:14]([C:11]3[CH:12]=[N:13][C:8]([N:5]4[CH2:6][CH2:7][CH:3]([N:2]([CH3:22])[CH3:1])[CH2:4]4)=[CH:9][CH:10]=3)[C:15](=[O:21])[CH:16]=2)=[N:47][CH:48]=1. (2) Given the reactants [CH2:1]([N:5]([CH:7]1[CH2:12][CH2:11][N:10](C2N=C(NCC3C=CC(F)=CC=3F)C(C3C=CC(F)=CC=3F)=CN=2)[CH2:9][CH2:8]1)[CH3:6])[CH2:2][CH2:3][CH3:4].ClC1N=C(NCC2C=CC(F)=CC=2F)C(C2C=CC(F)=CC=2F)=CN=1, predict the reaction product. The product is: [CH2:1]([N:5]([CH:7]1[CH2:12][CH2:11][NH:10][CH2:9][CH2:8]1)[CH3:6])[CH2:2][CH2:3][CH3:4]. (3) Given the reactants FC(F)(F)[C:3]([O-:5])=[O:4].F[C:9](F)(F)[C:10]([O-:12])=O.[NH3+:15][C@H:16]([C:32]1[NH:33][C:34]([C:37]2[CH:46]=[CH:45][C:44]3[C:39](=[CH:40][CH:41]=[CH:42][CH:43]=3)[CH:38]=2)=[CH:35][NH+:36]=1)[CH2:17][CH2:18][CH2:19][CH2:20][NH:21]C(OCC1C=CC=CC=1)=O.[CH3:47]CN=C=NCCCN(C)C.[CH:58]1[CH:59]=[CH:60][C:61]2N(O)N=N[C:62]=2[CH:63]=1.[CH3:68][O:69][C:70]1[CH:71]=[C:72]2[C:76](=[CH:77][CH:78]=1)[NH:75][C:74]([CH3:79])=[C:73]2CC(O)=O.CCN(C(C)C)C(C)C, predict the reaction product. The product is: [CH3:68][O:69][C:70]1[CH:71]=[C:72]2[C:76](=[CH:77][CH:78]=1)[NH:75][C:74]([CH3:79])=[C:73]2[CH2:9][C:10]([NH:15][C@H:16]([C:32]1[NH:33][C:34]([C:37]2[CH:46]=[CH:45][C:44]3[C:39](=[CH:40][CH:41]=[CH:42][CH:43]=3)[CH:38]=2)=[CH:35][N:36]=1)[CH2:17][CH2:18][CH2:19][CH2:20][NH:21][C:3](=[O:4])[O:5][CH2:47][C:62]1[CH:61]=[CH:60][CH:59]=[CH:58][CH:63]=1)=[O:12]. (4) Given the reactants CC(C[AlH]CC(C)C)C.[C:10]([O:14][C:15]([NH:17][C:18]1[CH:23]=[C:22]([CH:24]([CH3:30])[C:25](OCC)=[O:26])[CH:21]=[CH:20][N:19]=1)=[O:16])([CH3:13])([CH3:12])[CH3:11].O.[O-]S([O-])(=O)=O.[Mg+2], predict the reaction product. The product is: [OH:26][CH2:25][CH:24]([C:22]1[CH:21]=[CH:20][N:19]=[C:18]([NH:17][C:15](=[O:16])[O:14][C:10]([CH3:13])([CH3:12])[CH3:11])[CH:23]=1)[CH3:30]. (5) Given the reactants [C:1]([Si:5]([O:8]/[C:9](/[C:12]1[CH:17]=[CH:16][CH:15]=[C:14](Cl)[CH:13]=1)=[CH:10]\[CH3:11])([CH3:7])[CH3:6])([CH3:4])([CH3:3])[CH3:2].[Br:19]CCC(C1C=CC=CC=1)=O.[Si](OS(C(F)(F)F)(=O)=O)(C(C)(C)C)(C)C.CCN(CC)CC, predict the reaction product. The product is: [C:1]([Si:5]([O:8]/[C:9](/[C:12]1[CH:17]=[CH:16][CH:15]=[C:14]([Br:19])[CH:13]=1)=[CH:10]\[CH3:11])([CH3:7])[CH3:6])([CH3:4])([CH3:3])[CH3:2]. (6) Given the reactants [CH2:1]([N:8]([CH:23]1[C:32]2[C:27](=[CH:28][CH:29]=[C:30]([O:33][CH3:34])[CH:31]=2)[CH2:26][CH2:25][CH:24]1[CH2:35][C:36]1[CH:41]=[CH:40][CH:39]=[CH:38][CH:37]=1)[C:9](=[O:22])[CH2:10][N:11]1C(=O)C2C(=CC=CC=2)C1=O)[C:2]1[CH:7]=[CH:6][CH:5]=[CH:4][CH:3]=1.C1COCC1.O.NN, predict the reaction product. The product is: [NH2:11][CH2:10][C:9]([N:8]([CH2:1][C:2]1[CH:3]=[CH:4][CH:5]=[CH:6][CH:7]=1)[CH:23]1[C:32]2[C:27](=[CH:28][CH:29]=[C:30]([O:33][CH3:34])[CH:31]=2)[CH2:26][CH2:25][CH:24]1[CH2:35][C:36]1[CH:37]=[CH:38][CH:39]=[CH:40][CH:41]=1)=[O:22]. (7) Given the reactants [NH:1]1[CH:5]=[CH:4][CH:3]=[C:2]1[C:6]1[C:14]2[C:9](=[CH:10][C:11]([CH:15]=[O:16])=[CH:12][CH:13]=2)[NH:8][N:7]=1.C(OC(N1[C:28]2[C:27](=[CH:28][CH:25]=[CH:26][CH:27]=2)[CH:26]=[C:25]1B(O)O)=O)(C)(C)C, predict the reaction product. The product is: [NH:1]1[C:5]2[C:4](=[CH:25][CH:26]=[CH:27][CH:28]=2)[CH:3]=[C:2]1[C:6]1[C:14]2[C:9](=[CH:10][C:11]([CH:15]=[O:16])=[CH:12][CH:13]=2)[NH:8][N:7]=1. (8) Given the reactants [C:1]([O:5][C:6]([N:8]1[CH2:13][CH2:12][C:11](=[O:14])[CH2:10][CH2:9]1)=[O:7])([CH3:4])([CH3:3])[CH3:2].[Cl-].[Al+3].[Cl-].[Cl-].[Br:19]Br, predict the reaction product. The product is: [C:1]([O:5][C:6]([N:8]1[CH2:9][CH2:10][C:11](=[O:14])[CH:12]([Br:19])[CH2:13]1)=[O:7])([CH3:4])([CH3:2])[CH3:3]. (9) Given the reactants O.[OH:2][CH:3]1[O:22][C@H:21]([CH2:23][OH:24])[C@@H:8]([O:9][C@@H:10]2[O:18][C@H:17]([CH2:19][OH:20])[C@H:15]([OH:16])[C@H:13]([OH:14])[C@H:11]2[OH:12])[C@H:6]([OH:7])[C@H:4]1[OH:5], predict the reaction product. The product is: [OH:2][CH:3]1[O:22][C@H:21]([CH2:23][OH:24])[C@@H:8]([O:9][C@@H:10]2[O:18][C@H:17]([CH2:19][OH:20])[C@H:15]([OH:16])[C@H:13]([OH:14])[C@H:11]2[OH:12])[C@H:6]([OH:7])[C@H:4]1[OH:5].